Task: Predict the reactants needed to synthesize the given product.. Dataset: Full USPTO retrosynthesis dataset with 1.9M reactions from patents (1976-2016) (1) Given the product [CH3:1][O:2][CH2:3][C@@:4]1([C:28]2[CH:33]=[CH:32][CH:31]=[CH:30][CH:29]=2)[O:9][C:8](=[O:10])[N:7]([C@H:11]([C:13]2[CH:14]=[CH:15][C:16]([C:38]3[CH:39]=[CH:40][N:35]([CH3:34])[C:36](=[O:49])[CH:37]=3)=[CH:17][CH:18]=2)[CH3:12])[CH2:6][CH2:5]1, predict the reactants needed to synthesize it. The reactants are: [CH3:1][O:2][CH2:3][C@@:4]1([C:28]2[CH:33]=[CH:32][CH:31]=[CH:30][CH:29]=2)[O:9][C:8](=[O:10])[N:7]([C@H:11]([C:13]2[CH:18]=[CH:17][C:16](B3OC(C)(C)C(C)(C)O3)=[CH:15][CH:14]=2)[CH3:12])[CH2:6][CH2:5]1.[CH3:34][N:35]1[CH:40]=[CH:39][C:38](OS(C(F)(F)F)(=O)=O)=[CH:37][C:36]1=[O:49]. (2) Given the product [CH3:1][S:2]([O:5][CH2:6][C:7]1[CH:12]=[CH:11][C:10]([Cl:16])=[CH:9][C:8]=1[O:14][CH3:15])(=[O:4])=[O:3], predict the reactants needed to synthesize it. The reactants are: [CH3:1][S:2]([O:5][CH2:6][C:7]1[CH:12]=[C:11](Br)[CH:10]=[CH:9][C:8]=1[O:14][CH3:15])(=[O:4])=[O:3].[Cl:16]C1C=CC(CO)=C(OC)C=1. (3) Given the product [C:13]([O:17][C:18]([N:20]1[CH2:23][CH:22]([CH2:24][NH:25][C:26]2[N:27]=[C:28]([N:39]3[CH2:44][CH2:43][O:42][CH2:41][CH2:40]3)[N:29]=[C:30]([C:32]3[CH:37]=[CH:36][C:35]([NH:38][C:5]([NH:45][C:46]4[CH:51]=[CH:50][N:49]=[CH:48][CH:47]=4)=[O:11])=[CH:34][CH:33]=3)[N:31]=2)[CH2:21]1)=[O:19])([CH3:16])([CH3:14])[CH3:15], predict the reactants needed to synthesize it. The reactants are: ClC(Cl)(O[C:5](=[O:11])OC(Cl)(Cl)Cl)Cl.[C:13]([O:17][C:18]([N:20]1[CH2:23][CH:22]([CH2:24][NH:25][C:26]2[N:31]=[C:30]([C:32]3[CH:37]=[CH:36][C:35]([NH2:38])=[CH:34][CH:33]=3)[N:29]=[C:28]([N:39]3[CH2:44][CH2:43][O:42][CH2:41][CH2:40]3)[N:27]=2)[CH2:21]1)=[O:19])([CH3:16])([CH3:15])[CH3:14].[NH2:45][C:46]1[CH:51]=[CH:50][N:49]=[CH:48][CH:47]=1.CCN(CC)CC. (4) Given the product [CH2:19]([O:18][CH2:14][C@H:15]([OH:17])[CH2:16][O:12][C:11]1[C:2]([Br:1])=[C:3]2[C:8](=[CH:9][CH:10]=1)[N:7]=[C:6]([CH3:13])[CH:5]=[CH:4]2)[C:20]1[CH:25]=[CH:24][CH:23]=[CH:22][CH:21]=1, predict the reactants needed to synthesize it. The reactants are: [Br:1][C:2]1[C:11]([OH:12])=[CH:10][CH:9]=[C:8]2[C:3]=1[CH:4]=[CH:5][C:6]([CH3:13])=[N:7]2.[CH2:14]([O:18][CH2:19][C:20]1[CH:25]=[CH:24][CH:23]=[CH:22][CH:21]=1)[C@@H:15]1[O:17][CH2:16]1.C(N(CC)CC)C.O. (5) Given the product [Cl:20][C:18]1[C:15]([C:16]#[N:17])=[C:14]([C:21]2[CH:26]=[CH:25][C:24]([O:27][C:28]3[CH:29]=[CH:30][CH:31]=[CH:32][CH:33]=3)=[CH:23][CH:22]=2)[N:13]=[C:12]([C:9]2[CH:8]=[CH:7][C:6]([NH:5][C:1](=[O:3])[CH3:2])=[CH:11][CH:10]=2)[CH:19]=1, predict the reactants needed to synthesize it. The reactants are: [C:1](Cl)(=[O:3])[CH3:2].[NH2:5][C:6]1[CH:11]=[CH:10][C:9]([C:12]2[CH:19]=[C:18]([Cl:20])[C:15]([C:16]#[N:17])=[C:14]([C:21]3[CH:26]=[CH:25][C:24]([O:27][C:28]4[CH:33]=[CH:32][CH:31]=[CH:30][CH:29]=4)=[CH:23][CH:22]=3)[N:13]=2)=[CH:8][CH:7]=1.CCN(C(C)C)C(C)C. (6) The reactants are: [NH2:1][C:2]1[CH:3]=[C:4]([C:8]2[C:12]([C:13]3[CH:18]=[CH:17][N:16]=[C:15]([NH2:19])[N:14]=3)=[CH:11][N:10]([CH2:20][C:21]3[CH:26]=[CH:25][C:24]([O:27][CH3:28])=[CH:23][CH:22]=3)[N:9]=2)[CH:5]=[CH:6][CH:7]=1.[F:29][C:30]([F:41])([F:40])[C:31]1[CH:36]=[CH:35][C:34]([N:37]=[C:38]=[O:39])=[CH:33][CH:32]=1.[Na]. Given the product [NH2:19][C:15]1[N:14]=[C:13]([C:12]2[C:8]([C:4]3[CH:3]=[C:2]([NH:1][C:38]([NH:37][C:34]4[CH:33]=[CH:32][C:31]([C:30]([F:29])([F:40])[F:41])=[CH:36][CH:35]=4)=[O:39])[CH:7]=[CH:6][CH:5]=3)=[N:9][N:10]([CH2:20][C:21]3[CH:22]=[CH:23][C:24]([O:27][CH3:28])=[CH:25][CH:26]=3)[CH:11]=2)[CH:18]=[CH:17][N:16]=1, predict the reactants needed to synthesize it. (7) Given the product [CH2:18]([N:26]1[C:27]2[C:22](=[CH:21][C:20]([C:18]([N:16]3[CH2:17][CH:14]([N:11]4[CH2:12][CH2:13][N:8]([C:6]([C:2]5[S:1][CH:5]=[CH:4][N:3]=5)=[O:7])[CH2:9][CH2:10]4)[CH2:15]3)=[O:19])=[CH:29][CH:28]=2)[CH2:23][CH2:24][CH2:25]1)[C:20]1[CH:21]=[CH:22][CH:27]=[CH:28][CH:29]=1, predict the reactants needed to synthesize it. The reactants are: [S:1]1[CH:5]=[CH:4][N:3]=[C:2]1[C:6]([N:8]1[CH2:13][CH2:12][N:11]([CH:14]2[CH2:17][N:16]([C:18]([C:20]3[CH:21]=[C:22]4[C:27](=[CH:28][CH:29]=3)[NH:26][CH2:25][CH2:24][CH2:23]4)=[O:19])[CH2:15]2)[CH2:10][CH2:9]1)=[O:7].C([O-])([O-])=O.[K+].[K+]. (8) Given the product [CH3:1][O:2][C:3]1[CH:4]=[C:5]([C@H:9]([CH2:13][CH3:14])[C:10](=[CH2:15])[CH:11]=[O:12])[CH:6]=[CH:7][CH:8]=1, predict the reactants needed to synthesize it. The reactants are: [CH3:1][O:2][C:3]1[CH:4]=[C:5]([C@@H:9]([CH2:13][CH3:14])[CH2:10][CH:11]=[O:12])[CH:6]=[CH:7][CH:8]=1.[CH2:15](N(CC)CC)C. (9) Given the product [Br:11][C:7]1[CH:6]=[C:5]2[C:10](=[CH:9][CH:8]=1)[NH:1][CH2:2][CH2:3][CH2:4]2, predict the reactants needed to synthesize it. The reactants are: [NH:1]1[C:10]2[C:5](=[CH:6][CH:7]=[CH:8][CH:9]=2)[CH2:4][CH2:3][CH2:2]1.[Br:11]N1C(=O)CCC1=O. (10) Given the product [CH:30]1([NH:36][C:2]2[N:11]=[C:10]([NH:12][CH2:13][C:14]3[CH:15]=[CH:16][C:17]([NH:20][C:21](=[O:29])[C:22]4[CH:23]=[CH:24][C:25]([F:28])=[CH:26][CH:27]=4)=[CH:18][CH:19]=3)[C:9]3[C:4](=[CH:5][CH:6]=[CH:7][CH:8]=3)[N:3]=2)[CH2:35][CH2:34][CH2:33][CH2:32][CH2:31]1, predict the reactants needed to synthesize it. The reactants are: Cl[C:2]1[N:11]=[C:10]([NH:12][CH2:13][C:14]2[CH:19]=[CH:18][C:17]([NH:20][C:21](=[O:29])[C:22]3[CH:27]=[CH:26][C:25]([F:28])=[CH:24][CH:23]=3)=[CH:16][CH:15]=2)[C:9]2[C:4](=[CH:5][CH:6]=[CH:7][CH:8]=2)[N:3]=1.[CH:30]1([NH2:36])[CH2:35][CH2:34][CH2:33][CH2:32][CH2:31]1.